Dataset: Peptide-MHC class I binding affinity with 185,985 pairs from IEDB/IMGT. Task: Regression. Given a peptide amino acid sequence and an MHC pseudo amino acid sequence, predict their binding affinity value. This is MHC class I binding data. (1) The peptide sequence is CELSSHGDL. The MHC is HLA-A30:01 with pseudo-sequence HLA-A30:01. The binding affinity (normalized) is 0.213. (2) The peptide sequence is LTDRELLLL. The MHC is HLA-A26:01 with pseudo-sequence HLA-A26:01. The binding affinity (normalized) is 0.0847. (3) The peptide sequence is LERTSKASLER. The binding affinity (normalized) is 0. The MHC is HLA-B15:03 with pseudo-sequence HLA-B15:03. (4) The peptide sequence is RPAGARAAF. The MHC is HLA-C04:01 with pseudo-sequence HLA-C04:01. The binding affinity (normalized) is 0.213. (5) The peptide sequence is KSDLQPPNY. The MHC is HLA-B07:02 with pseudo-sequence HLA-B07:02. The binding affinity (normalized) is 0.0847. (6) The peptide sequence is KINNFANEF. The MHC is HLA-A32:01 with pseudo-sequence HLA-A32:01. The binding affinity (normalized) is 0.932. (7) The peptide sequence is FFTYLCGFIK. The MHC is HLA-A03:01 with pseudo-sequence HLA-A03:01. The binding affinity (normalized) is 0.438. (8) The binding affinity (normalized) is 0.350. The MHC is Mamu-B08 with pseudo-sequence Mamu-B08. The peptide sequence is LQNLAIESI. (9) The peptide sequence is VPIAWAAAY. The MHC is HLA-B07:02 with pseudo-sequence HLA-B07:02. The binding affinity (normalized) is 0.409. (10) The peptide sequence is KSVGVERTM. The MHC is HLA-B39:01 with pseudo-sequence HLA-B39:01. The binding affinity (normalized) is 0.0847.